From a dataset of Peptide-MHC class II binding affinity with 134,281 pairs from IEDB. Regression. Given a peptide amino acid sequence and an MHC pseudo amino acid sequence, predict their binding affinity value. This is MHC class II binding data. (1) The peptide sequence is RKKYFAATQFEPLAA. The MHC is HLA-DQA10501-DQB10201 with pseudo-sequence HLA-DQA10501-DQB10201. The binding affinity (normalized) is 0.402. (2) The peptide sequence is LERYIYNREERVRFDSDVGE. The MHC is DRB1_1101 with pseudo-sequence DRB1_1101. The binding affinity (normalized) is 0.247. (3) The peptide sequence is RVWITNNPHMQDKTM. The MHC is DRB1_0901 with pseudo-sequence DRB1_0901. The binding affinity (normalized) is 0.436.